This data is from Experimentally validated miRNA-target interactions with 360,000+ pairs, plus equal number of negative samples. The task is: Binary Classification. Given a miRNA mature sequence and a target amino acid sequence, predict their likelihood of interaction. (1) The miRNA is hsa-miR-335-5p with sequence UCAAGAGCAAUAACGAAAAAUGU. The protein sequence of the target gene is MAVDGTLVYIRVTLLLLWLGVFLSISGYCQAGPSQHFTSPEVVIPLKVISRGRSAKAPGWLSYSLRFGGQKHVVHMRVKKLLVSRHLPVFTYTDDRALLEDQLFIPDDCYYHGYVEAAPESLVVFSACFGGFRGVLKISGLTYEIEPIRHSATFEHLVYKINSNETQFPAMRCGLTEKEVARQQLEFEEAENSALEPKSAGDWWTHAWFLELVVVVNHDFFIYSQSNISKVQEDVFLVVNIVDSMYKQLGTYIILIGIEIWNQGNVFPMTSIEQVLNDFSQWKQISLSQLQHDAAHMFIK.... Result: 1 (interaction). (2) The miRNA is hsa-miR-4742-3p with sequence UCUGUAUUCUCCUUUGCCUGCAG. The protein sequence of the target gene is MGEPGQSPSPRSSHGSPPTLSTLTLLLLLCGHAHSQCKILRCNAEYVSSTLSLRGGGSSGALRGGGGGGRGGGVGSGGLCRALRSYALCTRRTARTCRGDLAFHSAVHGIEDLMIQHNCSRQGPTAPPPPRGPALPGAGSGLPAPDPCDYEGRFSRLHGRPPGFLHCASFGDPHVRSFHHHFHTCRVQGAWPLLDNDFLFVQATSSPMALGANATATRKLTIIFKNMQECIDQKVYQAEVDNLPVAFEDGSINGGDRPGGSSLSIQTANPGNHVEIQAAYIGTTIIIRQTAGQLSFSIKV.... Result: 1 (interaction). (3) The miRNA is hsa-miR-4999-5p with sequence UGCUGUAUUGUCAGGUAGUGA. The protein sequence of the target gene is MATFPCQLCGKTFLTLEKFTIHNYSHSRERPYKCVQPDCGKAFVSRYKLMRHMATHSPQKSHQCAHCEKTFNRKDHLKNHLQTHDPNKMAFGCEECGKKYNTMLGYKRHLALHAASSGDLTCGVCALELGSTEVLLDHLKAHAEEKPPSGTKEKKHQCDHCERCFYTRKDVRRHLVVHTGCKDFLCQFCAQRFGRKDHLTRHTKKTHSQELMKESLQTGDLLSTFHTISPSFQLKAAALPPFPLGASAQNGLASSLPAEVHSLTLSPPEQAAQPMQPLPESLASLHPSVSPGSPPPPLPN.... Result: 0 (no interaction). (4) The miRNA is hsa-miR-629-3p with sequence GUUCUCCCAACGUAAGCCCAGC. The protein sequence of the target gene is MVVGAFPMAKLFYLGIRQVSKPLANRIKDAARRSEFFKTYICLPPAQLYHWVEMRTKMRIMGFRGTTIKPLNEEAAAELGAELLGEATIFIVGGGCLVLEYWRHQTQQRNKEEEQRAAWNALQDEVGRLALALEALQAQAQAMPSLSALEELREELQEVRGQVCNAHCTSKCQAASSKK. Result: 0 (no interaction). (5) The miRNA is hsa-miR-6088 with sequence AGAGAUGAAGCGGGGGGGCG. The protein sequence of the target gene is MKKTRSTTLRRAWPSSDFSDRASDRMRSRSEKDYRLHKRFPAAFAPQASRGYMTSGDVSPISMSPISQSQFIPLGEILCLAISAMNSARKPVTQEALMEHLTTCFPGVPTPSQEILRHTLNTLVRERKIYPTPDGYFIVTPQTYFITPSLIRTNSKWYHLDERIPDRSQCTSPQPGTITPSASGCVRERTLPRNHCDSCHCCREDVHSTHAPTLQRKSAKDCKDPYCPPSLCQVPPTEKSKSTVNFSYKTETLSKPKDSEKQSKKFGLKLFRLSFKKDKTKQLANFSAQFPPEEWPLRDE.... Result: 1 (interaction). (6) The protein sequence of the target gene is MVTLAELLVLLAALLATVSGYFVSIDAHAEECFFERVTSGTKMGLIFEVAEGGFLDIDVEITGPDNKGIYKGDRESSGKYTFAAHMDGTYKFCFSNRMSTMTPKIVMFTIDIGEAPKGQDMETEAHQNKLEEMINELAVAMTAVKHEQEYMEVRERIHRAINDNTNSRVVLWSFFEALVLVAMTLGQIYYLKRFFEVRRVV. The miRNA is hsa-miR-892c-3p with sequence CACUGUUUCCUUUCUGAGUGGA. Result: 1 (interaction).